This data is from Full USPTO retrosynthesis dataset with 1.9M reactions from patents (1976-2016). The task is: Predict the reactants needed to synthesize the given product. (1) Given the product [C:28]([O:32][C:33](=[O:51])[CH2:34][C@@H:35]1[C:41]2[CH:42]=[CH:43][CH:44]=[CH:45][C:40]=2[N:39]([CH2:46][C:47]([OH:49])=[O:48])[C:38](=[O:50])[CH2:37][CH2:36]1)([CH3:31])([CH3:29])[CH3:30], predict the reactants needed to synthesize it. The reactants are: C(OC(=O)CC1(CC(O)=O)C2C=CC=CC=2NC(=O)CC1)(C)(C)C.C(N)C.[C:28]([O:32][C:33](=[O:51])[CH2:34][C@@H:35]1[C:41]2[CH:42]=[CH:43][CH:44]=[CH:45][C:40]=2[N:39]([CH2:46][C:47]([O-:49])=[O:48])[C:38](=[O:50])[CH2:37][CH2:36]1)([CH3:31])([CH3:30])[CH3:29].C([NH3+])C. (2) Given the product [OH:1][C:2]1[C:7]([C:8]2[CH:17]=[CH:16][C:15]([N+:18]([O-:20])=[O:19])=[CH:14][C:9]=2[C:10]([OH:12])=[O:11])=[CH:6][CH:5]=[CH:4][N:3]=1, predict the reactants needed to synthesize it. The reactants are: [OH:1][C:2]1[C:7]([C:8]2[CH:17]=[CH:16][C:15]([N+:18]([O-:20])=[O:19])=[CH:14][C:9]=2[C:10]([O:12]C)=[O:11])=[CH:6][CH:5]=[CH:4][N:3]=1.Cl. (3) The reactants are: [CH2:1]([C:3]([C:25]1[CH:37]=[CH:36][C:28]([O:29][CH2:30][CH:31]([CH2:34][OH:35])[CH2:32][OH:33])=[C:27]([CH3:38])[CH:26]=1)([C:6]1[CH:11]=[CH:10][C:9](/[CH:12]=[CH:13]/[C:14]([OH:23])([C:19]([F:22])([F:21])[F:20])[C:15]([F:18])([F:17])[F:16])=[C:8]([CH3:24])[CH:7]=1)[CH2:4][CH3:5])[CH3:2]. Given the product [CH2:1]([C:3]([C:25]1[CH:37]=[CH:36][C:28]([O:29][CH2:30][CH:31]([CH2:34][OH:35])[CH2:32][OH:33])=[C:27]([CH3:38])[CH:26]=1)([C:6]1[CH:11]=[CH:10][C:9]([CH2:12][CH2:13][C:14]([OH:23])([C:19]([F:22])([F:21])[F:20])[C:15]([F:18])([F:17])[F:16])=[C:8]([CH3:24])[CH:7]=1)[CH2:4][CH3:5])[CH3:2], predict the reactants needed to synthesize it. (4) Given the product [CH2:1]([O:8][C:9]1[CH:14]=[CH:13][C:12]([C:15]#[N:16])=[CH:11][C:10]=1[CH:17]([CH2:24][C:25]1[CH:30]=[CH:29][CH:28]=[CH:27][CH:26]=1)[C:18]([O:20][CH3:21])=[O:19])[C:2]1[CH:3]=[CH:4][CH:5]=[CH:6][CH:7]=1, predict the reactants needed to synthesize it. The reactants are: [CH2:1]([O:8][C:9]1[CH:14]=[CH:13][C:12]([C:15]#[N:16])=[CH:11][C:10]=1[CH2:17][C:18]([O:20][CH3:21])=[O:19])[C:2]1[CH:7]=[CH:6][CH:5]=[CH:4][CH:3]=1.[H-].[Na+].[CH2:24](Br)[C:25]1[CH:30]=[CH:29][CH:28]=[CH:27][CH:26]=1. (5) Given the product [F:1][C:2]1[CH:3]=[CH:4][C:5]([C:8]([C:9]2[N:18]=[C:17]([OH:19])[C:16]3[C:11](=[CH:12][C:13]([CH3:20])=[CH:14][CH:15]=3)[N:10]=2)=[O:21])=[CH:6][CH:7]=1, predict the reactants needed to synthesize it. The reactants are: [F:1][C:2]1[CH:7]=[CH:6][C:5]([CH:8]([OH:21])[C:9]2[N:18]=[C:17]([OH:19])[C:16]3[C:11](=[CH:12][C:13]([CH3:20])=[CH:14][CH:15]=3)[N:10]=2)=[CH:4][CH:3]=1.CC(OI1(OC(C)=O)(OC(C)=O)OC(=O)C2C=CC=CC1=2)=O.C(=O)([O-])O.[Na+].